Task: Predict the product of the given reaction.. Dataset: Forward reaction prediction with 1.9M reactions from USPTO patents (1976-2016) (1) Given the reactants C[O:2][C:3]1[CH:23]=[CH:22][C:6]2[O:7][CH2:8][C:9]3[CH:21]=[CH:20][CH:19]=[CH:18][C:10]=3[CH:11]([CH2:12][CH2:13][CH2:14][N:15]([CH3:17])[CH3:16])[C:5]=2[CH:4]=1.I, predict the reaction product. The product is: [OH:2][C:3]1[CH:23]=[CH:22][C:6]2[O:7][CH2:8][C:9]3[CH:21]=[CH:20][CH:19]=[CH:18][C:10]=3/[C:11](=[CH:12]/[CH2:13][CH2:14][N:15]([CH3:17])[CH3:16])/[C:5]=2[CH:4]=1. (2) Given the reactants FC(F)(F)S(O[C:7]1[C:8]([CH3:36])([CH3:35])[C@H:9]2[C@:22]([CH3:25])([CH2:23][CH:24]=1)[C@@H:21]1[C@:12]([CH3:34])([C@@:13]3([CH3:33])[C@H:18]([CH2:19][CH2:20]1)[C@H:17]1[C@H:26]([C:29]([CH3:31])=[CH2:30])[CH2:27][CH2:28][C@:16]1([NH2:32])[CH2:15][CH2:14]3)[CH2:11][CH2:10]2)(=O)=O.P(=O)(O)(O)O.[K].CC1(C)C(C)(C)OB([C:53]2[CH2:58][CH2:57][C@@H:56]([C:59]([O:61][CH2:62][C:63]3[CH:68]=[CH:67][CH:66]=[CH:65][CH:64]=3)=[O:60])[CH2:55][CH:54]=2)O1.C1(P(C2CCCCC2)C2C=CC=CC=2C2C(OC)=CC=CC=2OC)CCCCC1, predict the reaction product. The product is: [NH2:32][C@:16]12[CH2:28][CH2:27][C@@H:26]([C:29]([CH3:31])=[CH2:30])[C@@H:17]1[C@@H:18]1[C@@:13]([CH3:33])([CH2:14][CH2:15]2)[C@@:12]2([CH3:34])[C@@H:21]([C@:22]3([CH3:25])[C@@H:9]([CH2:10][CH2:11]2)[C:8]([CH3:35])([CH3:36])[C:7]([C:53]2[CH2:58][CH2:57][C@@H:56]([C:59]([O:61][CH2:62][C:63]4[CH:64]=[CH:65][CH:66]=[CH:67][CH:68]=4)=[O:60])[CH2:55][CH:54]=2)=[CH:24][CH2:23]3)[CH2:20][CH2:19]1. (3) Given the reactants [CH3:1][O-:2].[Na+].[Na].Cl[C:6]1[CH:11]=[C:10](Cl)[C:9]([C:13]([F:16])([F:15])[F:14])=[CH:8][C:7]=1[N+:17]([O-:19])=[O:18].[CH3:20][OH:21], predict the reaction product. The product is: [CH3:1][O:2][C:6]1[CH:11]=[C:10]([O:21][CH3:20])[C:9]([C:13]([F:16])([F:15])[F:14])=[CH:8][C:7]=1[N+:17]([O-:19])=[O:18]. (4) Given the reactants [CH2:1]([C:4]1[CH:5]=[C:6]([C:12]2[C:13]([O:21]C)=[CH:14][CH:15]=[C:16]([CH2:18][CH:19]=[CH2:20])[CH:17]=2)[C:7]([O:10]C)=[CH:8][CH:9]=1)[CH:2]=[CH2:3].[Cl-].[Al+3].[Cl-].[Cl-].NC(N)=S.Cl, predict the reaction product. The product is: [CH2:3]=[CH:2][CH2:1][C:4]1[CH:9]=[CH:8][C:7]([OH:10])=[C:6]([C:12]2[CH:17]=[C:16]([CH2:18][CH:19]=[CH2:20])[CH:15]=[CH:14][C:13]=2[OH:21])[CH:5]=1. (5) The product is: [C:21]([O:20][C:18]([N:15]1[CH2:14][CH2:13][CH:12]([CH2:11][CH2:10][C:7]2[C:6]3[CH:25]=[CH:26][C:3]([C:1]([OH:41])=[O:2])=[C:4]([CH2:27][O:28][CH:29]4[CH2:34][CH2:33][CH2:32][CH2:31][O:30]4)[C:5]=3[O:9][N:8]=2)[CH2:17][CH2:16]1)=[O:19])([CH3:24])([CH3:23])[CH3:22]. Given the reactants [CH:1]([C:3]1[CH:26]=[CH:25][C:6]2[C:7]([CH2:10][CH2:11][CH:12]3[CH2:17][CH2:16][N:15]([C:18]([O:20][C:21]([CH3:24])([CH3:23])[CH3:22])=[O:19])[CH2:14][CH2:13]3)=[N:8][O:9][C:5]=2[C:4]=1[CH2:27][O:28][CH:29]1[CH2:34][CH2:33][CH2:32][CH2:31][O:30]1)=[O:2].CC(=CC)C.P([O-])(O)(O)=[O:41].[Na+].Cl([O-])=O.[Na+].[Cl-].[NH4+], predict the reaction product. (6) Given the reactants [OH:1][C:2]1[CH:7]=[CH:6][C:5]([C:8]2[N:13]=[C:12]([C:14]([NH2:16])=[O:15])[C:11]([CH3:17])=[N:10][C:9]=2[CH3:18])=[CH:4][CH:3]=1.[F:19][C:20]([F:39])([F:38])[S:21](N(C1C=CC=CC=1)[S:21]([C:20]([F:39])([F:38])[F:19])(=[O:23])=[O:22])(=[O:23])=[O:22].C(=O)([O-])[O-].[K+].[K+], predict the reaction product. The product is: [F:19][C:20]([F:39])([F:38])[S:21]([O:1][C:2]1[CH:3]=[CH:4][C:5]([C:8]2[C:9]([CH3:18])=[N:10][C:11]([CH3:17])=[C:12]([C:14](=[O:15])[NH2:16])[N:13]=2)=[CH:6][CH:7]=1)(=[O:23])=[O:22]. (7) Given the reactants ClC(Cl)(OC(=O)OC(Cl)(Cl)Cl)Cl.[F:13][C:14]([F:27])([F:26])[C:15]1[CH:24]=[C:23]2[C:18]([C@@H:19]([NH2:25])[CH2:20][CH2:21][O:22]2)=[CH:17][CH:16]=1.C(N(CC)C(C)C)(C)C.[N-:37]=[C:38]=[O:39].[Cl:40][C:41]1[CH:58]=[CH:57][C:44]([CH2:45][N:46]2[C:50]([C@H:51]3[CH2:55][CH2:54][CH2:53]N3)=[N:49][C:48]([CH3:56])=[N:47]2)=[CH:43][CH:42]=1, predict the reaction product. The product is: [Cl:40][C:41]1[CH:58]=[CH:57][C:44]([CH2:45][N:46]2[C:50]([C@H:51]3[CH2:55][CH2:54][CH2:53][N:37]3[C:38]([NH:25][C@@H:19]3[C:18]4[C:23](=[CH:24][C:15]([C:14]([F:13])([F:26])[F:27])=[CH:16][CH:17]=4)[O:22][CH2:21][CH2:20]3)=[O:39])=[N:49][C:48]([CH3:56])=[N:47]2)=[CH:43][CH:42]=1.